From a dataset of Reaction yield outcomes from USPTO patents with 853,638 reactions. Predict the reaction yield, written as a fraction of the theoretical maximum amount of product (1.0 means a 100% yield; for example, 0.34 means a 34% yield). (1) The reactants are C(O[C:4]1[C:5](=[O:16])[C:6](=[O:15])[C:7]=1[NH:8][C:9]1[CH:10]=[N:11][CH:12]=[CH:13][CH:14]=1)C.[Cl:17][C:18]1[CH:33]=[CH:32][C:21]([O:22][CH2:23][C:24]2[CH:25]=[C:26]([CH:29]=[CH:30][CH:31]=2)[CH2:27][NH2:28])=[CH:20][CH:19]=1. No catalyst specified. The product is [Cl:17][C:18]1[CH:19]=[CH:20][C:21]([O:22][CH2:23][C:24]2[CH:25]=[C:26]([CH:29]=[CH:30][CH:31]=2)[CH2:27][NH:28][C:4]2[C:5](=[O:16])[C:6](=[O:15])[C:7]=2[NH:8][C:9]2[CH:10]=[N:11][CH:12]=[CH:13][CH:14]=2)=[CH:32][CH:33]=1. The yield is 0.650. (2) The yield is 0.380. The reactants are [C:1]1([C:7]2[N:8]=[C:9]([C:12]3([CH2:18][NH2:19])[CH2:17][CH2:16][O:15][CH2:14][CH2:13]3)[S:10][CH:11]=2)[CH:6]=[CH:5][CH:4]=[CH:3][CH:2]=1.C=O.[C:22](O[BH-](OC(=O)C)OC(=O)C)(=O)C.[Na+]. The catalyst is ClCCCl. The product is [CH3:22][NH:19][CH2:18][C:12]1([C:9]2[S:10][CH:11]=[C:7]([C:1]3[CH:2]=[CH:3][CH:4]=[CH:5][CH:6]=3)[N:8]=2)[CH2:13][CH2:14][O:15][CH2:16][CH2:17]1.